This data is from Forward reaction prediction with 1.9M reactions from USPTO patents (1976-2016). The task is: Predict the product of the given reaction. (1) Given the reactants C[O:2][C:3](=O)[C:4]([NH:16][C:17]([O:19][C:20]([CH3:23])([CH3:22])[CH3:21])=[O:18])=[CH:5][C:6]1[CH:11]=[CH:10][C:9]([F:12])=[CH:8][C:7]=1[N+:13]([O-])=O.C[O-].[Na+].CO.O, predict the reaction product. The product is: [C:20]([O:19][C:17](=[O:18])[NH:16][CH:4]1[CH2:5][C:6]2[C:7](=[CH:8][C:9]([F:12])=[CH:10][CH:11]=2)[NH:13][C:3]1=[O:2])([CH3:23])([CH3:22])[CH3:21]. (2) Given the reactants [CH3:1][O:2][C:3]1[N:8]=[CH:7][C:6]([C:9]#[N:10])=[CH:5][N:4]=1.[NH2:11][OH:12], predict the reaction product. The product is: [OH:12][NH:11][C:9]([C:6]1[CH:5]=[N:4][C:3]([O:2][CH3:1])=[N:8][CH:7]=1)=[NH:10]. (3) Given the reactants [F:1][C:2]1[CH:7]=[CH:6][CH:5]=[CH:4][C:3]=1[C:8]1[N:9]=[N:10][N:11]([CH3:13])[CH:12]=1.C([Li])CCC.CN([CH:22]=[O:23])C, predict the reaction product. The product is: [F:1][C:2]1[CH:7]=[CH:6][CH:5]=[CH:4][C:3]=1[C:8]1[N:9]=[N:10][N:11]([CH3:13])[C:12]=1[CH:22]=[O:23]. (4) Given the reactants CO[C:3](=O)[NH:4][C:5]1[CH:25]=[CH:24][C:8]2[N:9]([CH2:16][C@H:17]3[CH2:22][CH2:21][CH2:20][CH2:19][N:18]3[CH3:23])[C:10]([C:12]([CH3:15])([CH3:14])[CH3:13])=[N:11][C:7]=2[CH:6]=1.Cl.CCOCC.[H-].[H-].[H-].[H-].[Li+].[Al+3].[C:39]([NH:42][C:43]1[CH:48]=[CH:47][C:46]([S:49](Cl)(=[O:51])=[O:50])=[CH:45][CH:44]=1)(=[O:41])[CH3:40], predict the reaction product. The product is: [C:12]([C:10]1[N:9]([CH2:16][C@H:17]2[CH2:22][CH2:21][CH2:20][CH2:19][N:18]2[CH3:23])[C:8]2[CH:24]=[CH:25][C:5]([N:4]([CH3:3])[S:49]([C:46]3[CH:45]=[CH:44][C:43]([NH:42][C:39](=[O:41])[CH3:40])=[CH:48][CH:47]=3)(=[O:51])=[O:50])=[CH:6][C:7]=2[N:11]=1)([CH3:14])([CH3:13])[CH3:15]. (5) Given the reactants [NH2:1][C:2]1[CH:7]=[C:6]([O:8][C:9]2[CH:10]=[CH:11][C:12]([NH:15][C:16]([C:18]3[C:19](=[O:33])[N:20]([C:27]4[CH:32]=[CH:31][CH:30]=[CH:29][CH:28]=4)[N:21]4[CH2:26][CH2:25][O:24][CH2:23][C:22]=34)=[O:17])=[N:13][CH:14]=2)[CH:5]=[CH:4][N:3]=1.CCN(CC)CC.[CH3:41][C:42](OC(C)=O)=[O:43], predict the reaction product. The product is: [C:42]([NH:1][C:2]1[CH:7]=[C:6]([O:8][C:9]2[CH:10]=[CH:11][C:12]([NH:15][C:16]([C:18]3[C:19](=[O:33])[N:20]([C:27]4[CH:28]=[CH:29][CH:30]=[CH:31][CH:32]=4)[N:21]4[CH2:26][CH2:25][O:24][CH2:23][C:22]=34)=[O:17])=[N:13][CH:14]=2)[CH:5]=[CH:4][N:3]=1)(=[O:43])[CH3:41]. (6) Given the reactants [Br:1][C:2]1[CH:31]=[CH:30][C:5]([CH2:6][C@H:7]2[C@@H:15]3[C@@H:11]([N:12]([CH2:17][C:18]4[CH:23]=[CH:22][CH:21]=[C:20]([C:24]([CH3:27])([CH3:26])[CH3:25])[CH:19]=4)C(=O)[O:14]3)[CH2:10][S:9](=[O:29])(=[O:28])[CH2:8]2)=[CH:4][CH:3]=1, predict the reaction product. The product is: [Br:1][C:2]1[CH:31]=[CH:30][C:5]([CH2:6][C@H:7]2[C@@H:15]([OH:14])[C@@H:11]([NH:12][CH2:17][C:18]3[CH:23]=[CH:22][CH:21]=[C:20]([C:24]([CH3:25])([CH3:26])[CH3:27])[CH:19]=3)[CH2:10][S:9](=[O:29])(=[O:28])[CH2:8]2)=[CH:4][CH:3]=1.